Dataset: Reaction yield outcomes from USPTO patents with 853,638 reactions. Task: Predict the reaction yield, written as a fraction of the theoretical maximum amount of product (1.0 means a 100% yield; for example, 0.34 means a 34% yield). (1) The reactants are C(O[C:4](=[O:21])[C:5](=[C:11]([S:19][CH3:20])[NH:12][C:13]1[CH:18]=[CH:17][CH:16]=[CH:15][CH:14]=1)[C:6]([O:8][CH2:9][CH3:10])=[O:7])C. The catalyst is ClC1C=CC=CC=1Cl. The product is [CH2:9]([O:8][C:6]([C:5]1[C:11]([S:19][CH3:20])=[N:12][C:13]2[C:14]([C:4]=1[OH:21])=[CH:15][CH:16]=[CH:17][CH:18]=2)=[O:7])[CH3:10]. The yield is 0.350. (2) The reactants are C(OC([NH:8][C@:9]([CH3:27])([CH:19]=[CH:20][C:21]1[N:22]([CH3:26])[CH:23]=[CH:24][CH:25]=1)[CH2:10][O:11][C:12](=[O:18])CCCCC)=O)(C)(C)C.[OH-].[Na+].CC(C)([O-])C.[K+].C(O)(=O)C. The product is [CH3:27][C@@:9]1([CH:19]=[CH:20][C:21]2[N:22]([CH3:26])[CH:23]=[CH:24][CH:25]=2)[CH2:10][O:11][C:12](=[O:18])[NH:8]1. The yield is 1.00. The catalyst is O1CCCC1.CO.C(Cl)Cl.O.